Dataset: Full USPTO retrosynthesis dataset with 1.9M reactions from patents (1976-2016). Task: Predict the reactants needed to synthesize the given product. (1) Given the product [CH3:28][O:27][C:25](=[O:26])[NH:3][CH2:4][CH2:5][C:6]1[CH:7]=[CH:8][CH:9]=[C:10]([O:15][CH3:14])[CH:11]=1, predict the reactants needed to synthesize it. The reactants are: CO[NH:3][CH2:4][CH2:5][C:6]1[CH:11]=[CH:10][CH:9]=[CH:8][CH:7]=1.C1C[O:15][CH2:14]C1.CCN(CC)CC.Cl[C:25]([O:27][CH3:28])=[O:26]. (2) Given the product [Cl:20][C:19]1[C:14]([N:11]2[C:12]([CH3:13])=[C:8]([C:6]([OH:7])=[O:5])[CH:9]=[N:10]2)=[N:15][CH:16]=[C:17]([CH2:21][CH3:22])[CH:18]=1, predict the reactants needed to synthesize it. The reactants are: [OH-].[Na+].C([O:5][C:6]([C:8]1[CH:9]=[N:10][N:11]([C:14]2[C:19]([Cl:20])=[CH:18][C:17]([CH2:21][CH3:22])=[CH:16][N:15]=2)[C:12]=1[CH3:13])=[O:7])C.Cl. (3) Given the product [F:25][C:26]1[CH:27]=[C:28]([CH:38]=[CH:39][CH:40]=1)[CH2:29][N:30]1[C@H:31]([CH3:37])[CH2:32][N:33]([C@@H:1]([C:53]2[CH:52]=[CH:51][CH:50]=[C:49]([OH:48])[CH:54]=2)[C:3]2[CH:15]=[CH:14][C:6]([C:7]([N:9]([CH2:12][CH3:13])[CH2:10][CH3:11])=[O:8])=[CH:5][CH:4]=2)[C@@H:34]([CH3:36])[CH2:35]1, predict the reactants needed to synthesize it. The reactants are: [CH:1]([C:3]1[CH:15]=[CH:14][C:6]([C:7]([N:9]([CH2:12][CH3:13])[CH2:10][CH3:11])=[O:8])=[CH:5][CH:4]=1)=O.N1C2C=CC=CC=2N=N1.[F:25][C:26]1[CH:27]=[C:28]([CH:38]=[CH:39][CH:40]=1)[CH2:29][N:30]1[CH2:35][C@H:34]([CH3:36])[NH:33][CH2:32][C@H:31]1[CH3:37].[Si]([O:48][C:49]1[CH:50]=[C:51]([Mg]Br)[CH:52]=[CH:53][CH:54]=1)(C(C)(C)C)(C)C.Cl. (4) The reactants are: [C:1]([C:5]1[CH:10]=[CH:9][C:8]([C:11]2[S:15][CH:14]=[C:13]([C:16](=[N:18][NH:19][C:20]([NH:22][C:23]3[CH:32]=[CH:31][C:26]([C:27]([O:29]C)=[O:28])=[C:25]([Cl:33])[CH:24]=3)=[S:21])[CH3:17])[C:12]=2[OH:34])=[CH:7][CH:6]=1)([CH3:4])([CH3:3])[CH3:2].[OH-].[Na+].Cl. Given the product [C:1]([C:5]1[CH:10]=[CH:9][C:8]([C:11]2[S:15][CH:14]=[C:13]([C:16](=[N:18][NH:19][C:20]([NH:22][C:23]3[CH:32]=[CH:31][C:26]([C:27]([OH:29])=[O:28])=[C:25]([Cl:33])[CH:24]=3)=[S:21])[CH3:17])[C:12]=2[OH:34])=[CH:7][CH:6]=1)([CH3:2])([CH3:3])[CH3:4], predict the reactants needed to synthesize it. (5) Given the product [CH3:22][O:21][C:16]1[CH:17]=[CH:18][CH:19]=[CH:20][C:15]=1[S:14][C:11]1[CH:12]=[CH:13][C:8]([C:6]2[CH:5]=[CH:4][N:3]=[C:2]([N:39]3[CH2:40][CH2:41][N:36]([CH2:33][CH2:34][CH3:35])[CH2:37][CH2:38]3)[CH:7]=2)=[CH:9][C:10]=1[C:23]([F:26])([F:25])[F:24], predict the reactants needed to synthesize it. The reactants are: Cl[C:2]1[CH:7]=[C:6]([C:8]2[CH:13]=[CH:12][C:11]([S:14][C:15]3[CH:20]=[CH:19][CH:18]=[CH:17][C:16]=3[O:21][CH3:22])=[C:10]([C:23]([F:26])([F:25])[F:24])[CH:9]=2)[CH:5]=[CH:4][N:3]=1.OC1CCNC1.[CH2:33]([N:36]1[CH2:41][CH2:40][NH:39][CH2:38][CH2:37]1)[CH2:34][CH3:35]. (6) Given the product [CH:19]1[C:28]2[CH2:27][CH2:26][CH2:25][CH2:24][C:23]=2[CH:22]=[CH:21][C:20]=1[CH2:29][NH:30][C:15](=[O:16])[CH2:14][CH2:13][C:5]1[CH:6]=[CH:7][C:8]([O:9][CH2:10][C:11]#[CH:12])=[C:3]([O:2][CH3:1])[CH:4]=1, predict the reactants needed to synthesize it. The reactants are: [CH3:1][O:2][C:3]1[CH:4]=[C:5]([CH2:13][CH2:14][C:15](Cl)=[O:16])[CH:6]=[CH:7][C:8]=1[O:9][CH2:10][C:11]#[CH:12].Cl.[CH:19]1[C:28]2[CH2:27][CH2:26][CH2:25][CH2:24][C:23]=2[CH:22]=[CH:21][C:20]=1[CH2:29][NH2:30].